Predict the reactants needed to synthesize the given product. From a dataset of Retrosynthesis with 50K atom-mapped reactions and 10 reaction types from USPTO. Given the product CC(C)C(c1ccc2[nH]c(=O)c(C(=O)O)nc2c1)n1ccnc1, predict the reactants needed to synthesize it. The reactants are: CCOC(=O)c1nc2cc(C(C(C)C)n3ccnc3)ccc2[nH]c1=O.